Dataset: Catalyst prediction with 721,799 reactions and 888 catalyst types from USPTO. Task: Predict which catalyst facilitates the given reaction. Reactant: [F:1][C:2]1[CH:3]=[C:4]([CH:32]=[CH:33][CH:34]=1)[CH2:5][O:6][C:7]1[CH:31]=[CH:30][C:10]([O:11][CH:12]2[CH2:17][CH2:16][N:15]([C:18]([NH:20][C:21]3[CH:22]=[C:23]([CH:27]=[CH:28][CH:29]=3)[C:24](O)=[O:25])=[O:19])[CH2:14][CH2:13]2)=[CH:9][CH:8]=1.C1C=CC2N(O)N=NC=2C=1.CCN=C=NCCCN(C)C.[NH3:56]. Product: [C:24]([C:23]1[CH:22]=[C:21]([NH:20][C:18]([N:15]2[CH2:16][CH2:17][CH:12]([O:11][C:10]3[CH:30]=[CH:31][C:7]([O:6][CH2:5][C:4]4[CH:32]=[CH:33][CH:34]=[C:2]([F:1])[CH:3]=4)=[CH:8][CH:9]=3)[CH2:13][CH2:14]2)=[O:19])[CH:29]=[CH:28][CH:27]=1)(=[O:25])[NH2:56]. The catalyst class is: 18.